Dataset: Forward reaction prediction with 1.9M reactions from USPTO patents (1976-2016). Task: Predict the product of the given reaction. (1) Given the reactants [CH:1]1([CH:7]([C:19]2[CH:23]=[C:22]([CH3:24])[O:21][C:20]=2[CH3:25])[O:8][C:9]2[CH:18]=[CH:17][C:12]([C:13]([O:15]C)=[O:14])=[CH:11][CH:10]=2)[CH2:6][CH2:5][CH2:4][CH2:3][CH2:2]1.[OH-].[Li+].O.Cl, predict the reaction product. The product is: [CH:1]1([CH:7]([C:19]2[CH:23]=[C:22]([CH3:24])[O:21][C:20]=2[CH3:25])[O:8][C:9]2[CH:10]=[CH:11][C:12]([C:13]([OH:15])=[O:14])=[CH:17][CH:18]=2)[CH2:6][CH2:5][CH2:4][CH2:3][CH2:2]1. (2) Given the reactants Br[C:2]1[C:3]([N:22]2[CH2:26][CH2:25][C@@H:24]([OH:27])[CH2:23]2)=[N:4][CH:5]=[C:6]([CH:21]=1)[C:7]([NH:9][C:10]1[CH:15]=[CH:14][C:13]([O:16][C:17]([F:20])([F:19])[F:18])=[CH:12][CH:11]=1)=[O:8].[O:28]1[CH:32]=[CH:31][C:30](B(O)O)=[CH:29]1.C([O-])([O-])=O.[Na+].[Na+].COCCOC, predict the reaction product. The product is: [O:28]1[CH:32]=[CH:31][C:30]([C:2]2[C:3]([N:22]3[CH2:26][CH2:25][C@@H:24]([OH:27])[CH2:23]3)=[N:4][CH:5]=[C:6]([CH:21]=2)[C:7]([NH:9][C:10]2[CH:15]=[CH:14][C:13]([O:16][C:17]([F:20])([F:19])[F:18])=[CH:12][CH:11]=2)=[O:8])=[CH:29]1. (3) Given the reactants [CH:1]1([C:4]2[N:9]=[C:8]([C:10](=[N:12][OH:13])[NH2:11])[CH:7]=[C:6]([C:14]3[CH:19]=[CH:18][CH:17]=[CH:16][CH:15]=3)[N:5]=2)[CH2:3][CH2:2]1.[C:20](N1C=CN=C1)(N1C=CN=C1)=[O:21].N12CCCN=C1CCCCC2.Cl, predict the reaction product. The product is: [CH:1]1([C:4]2[N:9]=[C:8]([C:10]3[NH:12][O:13][C:20](=[O:21])[N:11]=3)[CH:7]=[C:6]([C:14]3[CH:19]=[CH:18][CH:17]=[CH:16][CH:15]=3)[N:5]=2)[CH2:2][CH2:3]1. (4) Given the reactants [Cl:1][C:2]1[CH:3]=[C:4]([C:8]2[CH:30]=[C:11]3[N:12]=[C:13]([CH3:29])[C:14]([C@H:23]([OH:28])[C:24]([O:26][CH3:27])=[O:25])=[C:15]([C:16]4[CH:21]=[CH:20][C:19]([F:22])=[CH:18][CH:17]=4)[N:10]3[N:9]=2)[CH:5]=[CH:6][CH:7]=1.C(O[C:35]([CH3:38])([CH3:37])[CH3:36])(=O)C.Cl(O)(=O)(=O)=O, predict the reaction product. The product is: [C:35]([O:28][C@@H:23]([C:14]1[C:13]([CH3:29])=[N:12][C:11]2[N:10]([N:9]=[C:8]([C:4]3[CH:5]=[CH:6][CH:7]=[C:2]([Cl:1])[CH:3]=3)[CH:30]=2)[C:15]=1[C:16]1[CH:17]=[CH:18][C:19]([F:22])=[CH:20][CH:21]=1)[C:24]([O:26][CH3:27])=[O:25])([CH3:38])([CH3:37])[CH3:36]. (5) Given the reactants [CH3:1][C:2]1[NH:3][C:4]2[C:9]([C:10]=1[CH3:11])=[CH:8][C:7]([O:12][C:13]1[C:22]3[C:17](=[CH:18][C:19]([OH:25])=[C:20]([O:23][CH3:24])[CH:21]=3)[N:16]=[CH:15][N:14]=1)=[CH:6][CH:5]=2.[CH3:26][O:27][CH2:28][CH2:29][N:30]([CH2:32][CH2:33]O)[CH3:31], predict the reaction product. The product is: [CH3:1][C:2]1[NH:3][C:4]2[C:9]([C:10]=1[CH3:11])=[CH:8][C:7]([O:12][C:13]1[C:22]3[C:17](=[CH:18][C:19]([O:25][CH2:33][CH2:32][N:30]([CH2:29][CH2:28][O:27][CH3:26])[CH3:31])=[C:20]([O:23][CH3:24])[CH:21]=3)[N:16]=[CH:15][N:14]=1)=[CH:6][CH:5]=2. (6) Given the reactants Cl.[N:2]1([CH2:8][CH2:9][CH2:10][O:11][C:12]2[CH:13]=[C:14]3[CH:20]=[C:19]([C:21]([OH:23])=O)[NH:18][C:15]3=[N:16][CH:17]=2)[CH2:7][CH2:6][CH2:5][CH2:4][CH2:3]1.[NH:24]1[CH2:29][CH2:28][CH2:27][CH2:26][CH2:25]1, predict the reaction product. The product is: [N:24]1([C:21]([C:19]2[NH:18][C:15]3=[N:16][CH:17]=[C:12]([O:11][CH2:10][CH2:9][CH2:8][N:2]4[CH2:3][CH2:4][CH2:5][CH2:6][CH2:7]4)[CH:13]=[C:14]3[CH:20]=2)=[O:23])[CH2:29][CH2:28][CH2:27][CH2:26][CH2:25]1. (7) Given the reactants [CH:1]1([NH2:7])[CH2:6][CH2:5][CH2:4][CH2:3][CH2:2]1.C(N(CC)C(C)C)(C)C.[Cl:17][C:18]1[N:23]=[C:22](Cl)[C:21]([N+:25]([O-:27])=[O:26])=[CH:20][N:19]=1, predict the reaction product. The product is: [Cl:17][C:18]1[N:23]=[C:22]([NH:7][CH:1]2[CH2:6][CH2:5][CH2:4][CH2:3][CH2:2]2)[C:21]([N+:25]([O-:27])=[O:26])=[CH:20][N:19]=1. (8) Given the reactants Br[CH:2]1[CH2:10][C:9]2[C:4](=[CH:5][CH:6]=[C:7]([Cl:11])[CH:8]=2)[C:3]1=[O:12].[CH3:13][S-:14].[Na+], predict the reaction product. The product is: [Cl:11][C:7]1[CH:8]=[C:9]2[C:4](=[CH:5][CH:6]=1)[C:3](=[O:12])[CH:2]([S:14][CH3:13])[CH2:10]2. (9) Given the reactants [H-].[Na+].[CH2:3]([O:10][CH2:11][CH:12]([OH:16])[CH2:13][CH:14]=[CH2:15])[C:4]1[CH:9]=[CH:8][CH:7]=[CH:6][CH:5]=1.[CH2:17](Br)[CH:18]=[CH2:19], predict the reaction product. The product is: [CH2:19]([O:16][CH:12]([CH2:13][CH:14]=[CH2:15])[CH2:11][O:10][CH2:3][C:4]1[CH:9]=[CH:8][CH:7]=[CH:6][CH:5]=1)[CH:18]=[CH2:17]. (10) Given the reactants [C:1]([CH2:4][CH:5]1[C:9]2[C:10]([C:16]([NH:18][C:19]3[C:24]([Cl:25])=[CH:23][N:22]=[CH:21][C:20]=3[Cl:26])=[O:17])=[CH:11][CH:12]=[C:13]([O:14][CH3:15])[C:8]=2[O:7][CH2:6]1)(O)=[O:2].[NH2:27][C:28]1[CH:33]=[CH:32][CH:31]=[CH:30][CH:29]=1, predict the reaction product. The product is: [Cl:26][C:20]1[CH:21]=[N:22][CH:23]=[C:24]([Cl:25])[C:19]=1[NH:18][C:16]([C:10]1[C:9]2[CH:5]([CH2:4][C:1]([NH:27][C:28]3[CH:33]=[CH:32][CH:31]=[CH:30][CH:29]=3)=[O:2])[CH2:6][O:7][C:8]=2[C:13]([O:14][CH3:15])=[CH:12][CH:11]=1)=[O:17].